This data is from Peptide-MHC class II binding affinity with 134,281 pairs from IEDB. The task is: Regression. Given a peptide amino acid sequence and an MHC pseudo amino acid sequence, predict their binding affinity value. This is MHC class II binding data. (1) The peptide sequence is GELQIVDKISAAFKI. The MHC is DRB5_0101 with pseudo-sequence DRB5_0101. The binding affinity (normalized) is 0.816. (2) The peptide sequence is GWNDWENVPFCSHHF. The MHC is DRB1_0301 with pseudo-sequence DRB1_0301. The binding affinity (normalized) is 0. (3) The peptide sequence is ALRVIAGALEVHAVK. The MHC is DRB3_0101 with pseudo-sequence DRB3_0101. The binding affinity (normalized) is 0.0317. (4) The peptide sequence is AALDAQAVELTARLN. The MHC is HLA-DQA10102-DQB10602 with pseudo-sequence HLA-DQA10102-DQB10602. The binding affinity (normalized) is 0.502. (5) The peptide sequence is DAATAGTTVYGAFAA. The MHC is HLA-DQA10102-DQB10602 with pseudo-sequence HLA-DQA10102-DQB10602. The binding affinity (normalized) is 0.812. (6) The peptide sequence is KVSDDITYVATATLP. The MHC is DRB1_1302 with pseudo-sequence DRB1_1302. The binding affinity (normalized) is 0.636. (7) The peptide sequence is VSVDCSEYPKPDCTA. The MHC is HLA-DPA10103-DPB10401 with pseudo-sequence HLA-DPA10103-DPB10401. The binding affinity (normalized) is 0. (8) The peptide sequence is FWAVRGGGGESFGIV. The MHC is DRB1_1302 with pseudo-sequence DRB1_1302. The binding affinity (normalized) is 0.191. (9) The peptide sequence is KKGAGGITIKKTGQA. The MHC is HLA-DQA10401-DQB10402 with pseudo-sequence HLA-DQA10401-DQB10402. The binding affinity (normalized) is 0.0666.